From a dataset of Full USPTO retrosynthesis dataset with 1.9M reactions from patents (1976-2016). Predict the reactants needed to synthesize the given product. (1) Given the product [O:40]1[C:39]2[CH:43]=[CH:44][C:36]([C:24]3[CH:23]=[C:22]([CH:27]=[C:26]([O:28][CH2:29][C:30]4[CH:35]=[CH:34][CH:33]=[CH:32][CH:31]=4)[CH:25]=3)[O:21][CH2:20][CH2:19][CH2:18][CH2:17][CH2:16][CH2:15][C:11]3[C:10]([CH2:45][CH2:46][C:47]([OH:49])=[O:48])=[C:9]([CH:14]=[CH:13][CH:12]=3)[O:8][CH2:7][CH2:6][CH2:5][C:4]([OH:52])=[O:3])=[CH:37][C:38]=2[O:42][CH2:41]1, predict the reactants needed to synthesize it. The reactants are: C([O:3][C:4](=[O:52])[CH2:5][CH2:6][CH2:7][O:8][C:9]1[CH:14]=[CH:13][CH:12]=[C:11]([CH2:15][CH2:16][CH2:17][CH2:18][CH2:19][CH2:20][O:21][C:22]2[CH:27]=[C:26]([O:28][CH2:29][C:30]3[CH:35]=[CH:34][CH:33]=[CH:32][CH:31]=3)[CH:25]=[C:24]([C:36]3[CH:44]=[CH:43][C:39]4[O:40][CH2:41][O:42][C:38]=4[CH:37]=3)[CH:23]=2)[C:10]=1[CH2:45][CH2:46][C:47]([O:49]CC)=[O:48])C.[OH-].[Na+]. (2) Given the product [N:17]1([CH:15]([NH:8][C:6](=[O:7])[C:5]2[CH:9]=[CH:10][C:2]([Br:1])=[CH:3][CH:4]=2)[C:12]([CH3:13])([CH3:14])[CH3:11])[C:21]2[CH:22]=[CH:23][CH:24]=[CH:25][C:20]=2[N:19]=[N:18]1, predict the reactants needed to synthesize it. The reactants are: [Br:1][C:2]1[CH:10]=[CH:9][C:5]([C:6]([NH2:8])=[O:7])=[CH:4][CH:3]=1.[CH3:11][C:12]([CH:15]=O)([CH3:14])[CH3:13].[NH:17]1[C:21]2[CH:22]=[CH:23][CH:24]=[CH:25][C:20]=2[N:19]=[N:18]1.C1(C)C=CC(S(O)(=O)=O)=CC=1. (3) The reactants are: N1CCCC1.[CH2:6]([NH:13][C:14]([NH:16][C@H:17]1[CH2:25][C@H:24]2[C@:20]([C:26]3[CH:31]=[CH:30][C:29]([O:32][CH3:33])=[C:28]([O:34][CH3:35])[CH:27]=3)([CH2:21][CH2:22][NH:23]2)[CH2:19][CH2:18]1)=[S:15])[C:7]1[CH:12]=[CH:11][CH:10]=[CH:9][CH:8]=1.[N+:36]([C:39]1[CH:46]=[CH:45][C:42]([CH:43]=O)=[CH:41][CH:40]=1)([O-:38])=[O:37]. Given the product [CH2:6]([NH:13][C:14]([NH:16][C@H:17]1[CH2:25][C@H:24]2[C@:20]([C:26]3[CH:31]=[CH:30][C:29]([O:32][CH3:33])=[C:28]([O:34][CH3:35])[CH:27]=3)([CH2:21][CH2:22][N:23]2[CH2:43][C:42]2[CH:45]=[CH:46][C:39]([N+:36]([O-:38])=[O:37])=[CH:40][CH:41]=2)[CH2:19][CH2:18]1)=[S:15])[C:7]1[CH:12]=[CH:11][CH:10]=[CH:9][CH:8]=1, predict the reactants needed to synthesize it.